Dataset: B-cell epitopes from PDB crystal structures with 447 antigens. Task: Token-level Classification. Given an antigen amino acid sequence, predict which amino acid positions are active epitope sites capable of antibody binding. Output is a list of indices for active positions. (1) Given the antigen sequence: SSVYITVELAIAVLAILGNVLVCWAVWLNSNLQNVTNYFVVSLAAADIAVGVLAIPFAITISTGFCAACHGCLFIACFVLVLTQSSIFSLLAIAIDRYIAIRIPLRYNGLVTGTRAKGIIAICWVLSFAIGLTPMLGWNNCGQSQGCGEGQVACLFEDVVPMNYMVYFNFFACVLVPLLLMLGVYLRIFLAARRQLKQMESQPLPGERARSTLQKEVHAAKSLAIIVGLFALCWLPLHIINCFTFFCPDCSHAPLWLMYLAIVLSHTNSVVNPFIYAYRIREFRQTFRKIIRSHVLR, which amino acid positions are active epitope sites? The epitope positions are: [27, 28, 29, 30, 31, 33, 35, 36, 96, 104, 107, 203, 204, 208, 209, 210, 211, 214, 215, 218... (27 total positions)]. The amino acids at these positions are: LNSNLNTNRLNLPARSTKEALIREQTK. (2) Given the antigen sequence: DSGVVQSPRHIIKEKGGRSVLTCIPISGHSNVVWYQQTLGKELKFLIQHYEKVERDKGFLPSRFSVQQFDDYHSEMNMSALELEDSAMYFCASSLRWGDEQYFGPGTRLTVLEDLRNVTPPKVSLFEPSKAEIANKQKATLVCLARGFFPDHVELSWWVNGKEVHSGVSTDPQAYKESNYSYSLSSRLRVSATFWHNPRNHFRCQVQFHGLSEEDKWPEGSPKPVTQNISAEAWGRADC, which amino acid positions are active epitope sites? The epitope positions are: [13, 113, 115, 116, 118, 212, 214, 215, 216, 217, 218, 219, 220, 221]. The amino acids at these positions are: EDRNTEDKWPEGSP. (3) Given the antigen sequence: KLRGVAPLHLGKCNIAGWILGNPECESLSTASSWSYIVETSSSDNGTCYPGDFIDYEELREQLSSVSSFERFEIFPKTSSWPNHDSNKGVTAACPHAGAKSFYKNLIWLVKKGNSYPKLSKSYINDKGKEVLVLWGIHHPSTSADQQSLYQNADAYVFVGSSRYSKKFKPEIAIRPKVRDQEGRMNYYWTLVEPGDKITFEATGNLVVPRYAFAMERNAGSGNKVNSVIEKMNTQFLDIWTYNAELLVLLENERT, which amino acid positions are active epitope sites? The epitope positions are: [29, 30, 69, 70, 71, 72, 73, 75, 77, 78, 103, 120, 121, 210]. The amino acids at these positions are: TAERFEIPTSKKSY.